From a dataset of NCI-60 drug combinations with 297,098 pairs across 59 cell lines. Regression. Given two drug SMILES strings and cell line genomic features, predict the synergy score measuring deviation from expected non-interaction effect. (1) Drug 1: C1=CN(C=N1)CC(O)(P(=O)(O)O)P(=O)(O)O. Drug 2: C1CN(CCN1C(=O)CCBr)C(=O)CCBr. Cell line: IGROV1. Synergy scores: CSS=14.2, Synergy_ZIP=-2.17, Synergy_Bliss=2.49, Synergy_Loewe=3.84, Synergy_HSA=3.73. (2) Drug 1: CCC1=CC2CC(C3=C(CN(C2)C1)C4=CC=CC=C4N3)(C5=C(C=C6C(=C5)C78CCN9C7C(C=CC9)(C(C(C8N6C)(C(=O)OC)O)OC(=O)C)CC)OC)C(=O)OC.C(C(C(=O)O)O)(C(=O)O)O. Drug 2: C1CCC(C(C1)N)N.C(=O)(C(=O)[O-])[O-].[Pt+4]. Cell line: SW-620. Synergy scores: CSS=72.0, Synergy_ZIP=-0.256, Synergy_Bliss=-0.0742, Synergy_Loewe=0.460, Synergy_HSA=4.39.